Task: Predict which catalyst facilitates the given reaction.. Dataset: Catalyst prediction with 721,799 reactions and 888 catalyst types from USPTO (1) Reactant: C1COCC1.[Cl:6][C:7]1[C:11]([CH3:12])=[CH:10][S:9][C:8]=1[C:13]1([C:18](Cl)=[O:19])[CH2:17][CH2:16][CH2:15][CH2:14]1.O.[NH2:22][NH2:23].C(=O)([O-])O.[Na+]. Product: [Cl:6][C:7]1[C:11]([CH3:12])=[CH:10][S:9][C:8]=1[C:13]1([C:18]([NH:22][NH2:23])=[O:19])[CH2:17][CH2:16][CH2:15][CH2:14]1. The catalyst class is: 22. (2) Reactant: C(NC(C)C)(C)C.CN(CCN(C)C)C.[Li]CCCC.[Br:21][C:22]1[C:30]2[CH:29]=[CH:28][S:27][C:26]=2[CH:25]=[CH:24][CH:23]=1.[CH3:31][Si:32](Cl)([CH3:34])[CH3:33].[NH4+].[Cl-]. Product: [Br:21][C:22]1[C:30]2[CH:29]=[C:28]([Si:32]([CH3:34])([CH3:33])[CH3:31])[S:27][C:26]=2[CH:25]=[CH:24][CH:23]=1. The catalyst class is: 1.